This data is from Retrosynthesis with 50K atom-mapped reactions and 10 reaction types from USPTO. The task is: Predict the reactants needed to synthesize the given product. (1) Given the product Cc1cc(Cl)ccc1C(C/C(=N\O)c1ccc(=O)n(C)c1)c1ccc(C(=O)NCCO)cc1, predict the reactants needed to synthesize it. The reactants are: Cc1cc(Cl)ccc1C(CC(=O)c1ccc(=O)n(C)c1)c1ccc(C(=O)NCCO)cc1.NO. (2) Given the product CNCCc1ccc([N+](=O)[O-])cc1, predict the reactants needed to synthesize it. The reactants are: CN.O=[N+]([O-])c1ccc(CCBr)cc1. (3) Given the product Cc1ncnc(C)c1C(=O)NCC[C@@H](C)N1CCC(Nc2ccc(O[Si](C)(C)C(C)(C)C)cc2)CC1, predict the reactants needed to synthesize it. The reactants are: C[C@H](CCN)N1CCC(Nc2ccc(O[Si](C)(C)C(C)(C)C)cc2)CC1.Cc1ncnc(C)c1C(=O)O.